Dataset: Reaction yield outcomes from USPTO patents with 853,638 reactions. Task: Predict the reaction yield, written as a fraction of the theoretical maximum amount of product (1.0 means a 100% yield; for example, 0.34 means a 34% yield). (1) The reactants are [C:1]([OH:10])(=[O:9])[C:2]1[C:3](=[CH:5][CH:6]=[CH:7][CH:8]=1)[NH2:4].[CH2:11]=[C:12]1[O:15][C:14](=O)[CH2:13]1.C(OC(=O)C)(=O)C. The catalyst is C(Cl)(Cl)(Cl)Cl. The product is [O:15]=[C:12]([CH3:11])[CH2:13][C:14]1[O:9][C:1](=[O:10])[C:2]2[CH:8]=[CH:7][CH:6]=[CH:5][C:3]=2[N:4]=1. The yield is 0.890. (2) The reactants are [Br:1][C:2]1[C:7]([NH2:8])=[CH:6][C:5]([CH3:9])=[CH:4][N:3]=1.[Cl:10][C:11]1[CH:16]=[CH:15][C:14]([S:17](Cl)(=[O:19])=[O:18])=[CH:13][C:12]=1[C:21]([F:24])([F:23])[F:22]. The catalyst is N1C=CC=CC=1. The product is [Br:1][C:2]1[C:7]([NH:8][S:17]([C:14]2[CH:15]=[CH:16][C:11]([Cl:10])=[C:12]([C:21]([F:24])([F:22])[F:23])[CH:13]=2)(=[O:19])=[O:18])=[CH:6][C:5]([CH3:9])=[CH:4][N:3]=1. The yield is 0.840. (3) The reactants are [CH3:1][N:2]([CH2:4][C:5]1([C:11]2[CH:16]=[CH:15][C:14]([OH:17])=[CH:13][CH:12]=2)[CH2:10][CH2:9][O:8][CH2:7][CH2:6]1)[CH3:3].Cl[CH2:19][CH2:20][N:21]1[CH2:25][CH2:24][CH2:23][CH2:22]1.CN(C=O)C.C([O-])([O-])=O.[K+].[K+]. The catalyst is O. The product is [CH3:3][N:2]([CH3:1])[CH2:4][C:5]1([C:11]2[CH:16]=[CH:15][C:14]([O:17][CH2:19][CH2:20][N:21]3[CH2:25][CH2:24][CH2:23][CH2:22]3)=[CH:13][CH:12]=2)[CH2:6][CH2:7][O:8][CH2:9][CH2:10]1. The yield is 0.270. (4) The reactants are [C:1]1([C:7]2[S:8][CH:9]=[C:10]([CH2:12][C:13]#[N:14])[N:11]=2)[CH:6]=[CH:5][CH:4]=[CH:3][CH:2]=1.Cl.Cl[CH2:17][CH2:18][N:19]([CH2:21][CH2:22]Cl)[CH3:20]. No catalyst specified. The product is [CH3:20][N:19]1[CH2:21][CH2:22][C:12]([C:10]2[N:11]=[C:7]([C:1]3[CH:2]=[CH:3][CH:4]=[CH:5][CH:6]=3)[S:8][CH:9]=2)([C:13]#[N:14])[CH2:17][CH2:18]1. The yield is 0.250. (5) The reactants are [Cl:1][C:2]1[C:7]([NH2:8])=[CH:6][C:5]([F:9])=[CH:4][C:3]=1[NH2:10].C(N(CC)CC)C.[CH2:18]([S:21](Cl)(=[O:23])=[O:22])[CH2:19][CH3:20].C([O-])(O)=O.[Na+]. The catalyst is C(Cl)Cl.C(OCC)(=O)C. The product is [NH2:10][C:3]1[C:2]([Cl:1])=[C:7]([NH:8][S:21]([CH2:18][CH2:19][CH3:20])(=[O:23])=[O:22])[CH:6]=[C:5]([F:9])[CH:4]=1. The yield is 0.0700. (6) The reactants are [F:1][CH2:2][CH2:3][N:4]([CH3:13])[C:5]([C:7]1[CH:8]=[N:9][N:10]([CH3:12])[CH:11]=1)=[O:6].CN(C)CCN(C)CCN(C)C.[Li]C(C)(C)C.[C:31](=[O:33])=[O:32]. The catalyst is C1COCC1. The product is [F:1][CH2:2][CH2:3][N:4]([CH3:13])[C:5]([C:7]1[CH:8]=[N:9][N:10]([CH3:12])[C:11]=1[C:31]([OH:33])=[O:32])=[O:6]. The yield is 0.500. (7) The reactants are [F:1][C:2]([F:29])([F:28])[C:3]1[CH:4]=[C:5]([NH:13][C:14](=[O:27])[C:15]2[CH:20]=[C:19]([S:21](=[O:24])(=[O:23])[NH2:22])[CH:18]=[CH:17][C:16]=2[O:25][CH3:26])[CH:6]=[C:7]([C:9]([F:12])([F:11])[F:10])[CH:8]=1.CO[CH:32]1[CH2:36][CH2:35][CH:34](OC)O1.C(O)(=O)C. The catalyst is O. The product is [F:29][C:2]([F:1])([F:28])[C:3]1[CH:4]=[C:5]([NH:13][C:14](=[O:27])[C:15]2[CH:20]=[C:19]([S:21]([N:22]3[CH:32]=[CH:36][CH:35]=[CH:34]3)(=[O:23])=[O:24])[CH:18]=[CH:17][C:16]=2[O:25][CH3:26])[CH:6]=[C:7]([C:9]([F:12])([F:10])[F:11])[CH:8]=1. The yield is 0.886. (8) The yield is 0.890. The reactants are [CH3:1][O:2][C:3]1[CH:8]=[CH:7][C:6]([Mg]Br)=[CH:5][CH:4]=1.[N:11]12[CH2:18][CH2:17][C:14]([C:19]([O:21]CC)=O)([CH2:15][CH2:16]1)[CH2:13][CH2:12]2. The catalyst is C1COCC1. The product is [N:11]12[CH2:12][CH2:13][C:14]([C:19]([C:6]3[CH:7]=[CH:8][C:3]([O:2][CH3:1])=[CH:4][CH:5]=3)([C:6]3[CH:7]=[CH:8][C:3]([O:2][CH3:1])=[CH:4][CH:5]=3)[OH:21])([CH2:15][CH2:16]1)[CH2:17][CH2:18]2. (9) The reactants are Cl.Cl.[CH2:3]([O:5][C:6](=[O:12])[CH2:7][NH:8][CH2:9][CH2:10][NH2:11])[CH3:4].C(N(CC)CC)C.[S:20]1[C:24]2[CH:25]=[CH:26][CH:27]=[CH:28][C:23]=2[N:22]=[C:21]1[S:29](Cl)(=[O:31])=[O:30]. The catalyst is ClCCl. The product is [CH2:3]([O:5][C:6](=[O:12])[CH2:7][NH:8][CH2:9][CH2:10][NH:11][S:29]([C:21]1[S:20][C:24]2[CH:25]=[CH:26][CH:27]=[CH:28][C:23]=2[N:22]=1)(=[O:30])=[O:31])[CH3:4]. The yield is 0.920.